Task: Predict which catalyst facilitates the given reaction.. Dataset: Catalyst prediction with 721,799 reactions and 888 catalyst types from USPTO (1) Reactant: Cl[C:2]1[C:7]([C:8]([O:10][CH2:11][CH3:12])=[O:9])=[CH:6][N:5]=[C:4]([Cl:13])[CH:3]=1.[NH2:14][C:15]1[CH:27]=[CH:26][C:18]([C:19]([O:21][C:22]([CH3:25])([CH3:24])[CH3:23])=[O:20])=[CH:17][CH:16]=1.C(#N)C. Product: [C:22]([O:21][C:19]([C:18]1[CH:17]=[CH:16][C:15]([NH:14][C:2]2[C:7]([C:8]([O:10][CH2:11][CH3:12])=[O:9])=[CH:6][N:5]=[C:4]([Cl:13])[CH:3]=2)=[CH:27][CH:26]=1)=[O:20])([CH3:25])([CH3:23])[CH3:24]. The catalyst class is: 6. (2) The catalyst class is: 1. Product: [CH2:1]([N:5]1[CH2:8][CH:7]([C:9]2[CH:14]=[CH:13][C:12]([NH:15][S:16]([C:19]3[CH:24]=[CH:23][C:22]([O:25][C:26]([F:29])([F:28])[F:27])=[CH:21][CH:20]=3)(=[O:18])=[O:17])=[CH:11][CH:10]=2)[CH2:6]1)[CH2:2][CH3:3]. Reactant: [C:1]([N:5]1[CH2:8][CH:7]([C:9]2[CH:14]=[CH:13][C:12]([NH:15][S:16]([C:19]3[CH:24]=[CH:23][C:22]([O:25][C:26]([F:29])([F:28])[F:27])=[CH:21][CH:20]=3)(=[O:18])=[O:17])=[CH:11][CH:10]=2)[CH2:6]1)(=O)[CH2:2][CH3:3].B.C1COCC1. (3) Reactant: [N+:1]([C:4]1[CH:13]=[C:12]2[C:7]([CH2:8][CH2:9][CH2:10][C:11]2=[O:14])=[CH:6][CH:5]=1)([O-:3])=[O:2].[BH4-].[Na+]. Product: [N+:1]([C:4]1[CH:13]=[C:12]2[C:7]([CH2:8][CH2:9][CH2:10][CH:11]2[OH:14])=[CH:6][CH:5]=1)([O-:3])=[O:2]. The catalyst class is: 5.